From a dataset of Forward reaction prediction with 1.9M reactions from USPTO patents (1976-2016). Predict the product of the given reaction. (1) Given the reactants [F:1][C@H:2]1[C@H:8]([NH:9]C(=O)OC(C)(C)C)[CH2:7][CH2:6][C@@H:5]([C:17]2[N:21]([CH3:22])[N:20]=[CH:19][C:18]=2[N+:23]([O-])=O)[O:4][CH2:3]1.[F:26][C:27]([F:43])([F:42])[C:28]1[CH:33]=[CH:32][CH:31]=[CH:30][C:29]=1[C:34]1[S:35][CH:36]=[C:37]([C:39](O)=[O:40])[N:38]=1, predict the reaction product. The product is: [NH2:9][C@H:8]1[C@H:2]([F:1])[CH2:3][O:4][C@H:5]([C:17]2[N:21]([CH3:22])[N:20]=[CH:19][C:18]=2[NH:23][C:39]([C:37]2[N:38]=[C:34]([C:29]3[CH:30]=[CH:31][CH:32]=[CH:33][C:28]=3[C:27]([F:43])([F:26])[F:42])[S:35][CH:36]=2)=[O:40])[CH2:6][CH2:7]1. (2) Given the reactants C([NH:8][C:9]1([CH2:15][C:16]([O:18][CH2:19][CH3:20])=[O:17])[CH2:12][S:11](=[O:14])(=[O:13])[CH2:10]1)C1C=CC=CC=1, predict the reaction product. The product is: [NH2:8][C:9]1([CH2:15][C:16]([O:18][CH2:19][CH3:20])=[O:17])[CH2:12][S:11](=[O:14])(=[O:13])[CH2:10]1. (3) Given the reactants [CH:1]1([C:4]2[CH:5]=[CH:6][C:7]3[C:13](=[O:14])[N:12]([C:15]4[CH:22]=[CH:21][CH:20]=[C:19]([C:23]5[CH:28]=[C:27]([NH:29][C:30]6[CH:35]=[CH:34][C:33]([C:36]([N:38]7[CH2:43][CH2:42][O:41][CH2:40][CH2:39]7)=[O:37])=[CH:32][N:31]=6)[C:26](=[O:44])[N:25]([CH3:45])[CH:24]=5)[C:16]=4[CH:17]=[O:18])[CH2:11][CH2:10][NH:9][C:8]=3[CH:46]=2)[CH2:3][CH2:2]1.C(O)C.[BH4-].[Na+], predict the reaction product. The product is: [CH:1]1([C:4]2[CH:5]=[CH:6][C:7]3[C:13](=[O:14])[N:12]([C:15]4[CH:22]=[CH:21][CH:20]=[C:19]([C:23]5[CH:28]=[C:27]([NH:29][C:30]6[CH:35]=[CH:34][C:33]([C:36]([N:38]7[CH2:43][CH2:42][O:41][CH2:40][CH2:39]7)=[O:37])=[CH:32][N:31]=6)[C:26](=[O:44])[N:25]([CH3:45])[CH:24]=5)[C:16]=4[CH2:17][OH:18])[CH2:11][CH2:10][NH:9][C:8]=3[CH:46]=2)[CH2:2][CH2:3]1. (4) Given the reactants [C:1]([C:4]1[N:5]=[CH:6][N:7]2[CH:11]=[C:10]([C:12]3[C@H:13]([CH3:36])[C@@H:14]4[C@@H:31]([C@H:32]([OH:34])[CH3:33])[C:30](=[O:35])[N:15]4[C:16]=3[C:17]([O:19][CH2:20][C:21]3[CH:26]=[CH:25][C:24]([N+:27]([O-:29])=[O:28])=[CH:23][CH:22]=3)=[O:18])[S:9][C:8]=12)(=[O:3])[CH3:2].F[C:38](F)(F)S(OC)(=O)=[O:40].O, predict the reaction product. The product is: [C:17](=[O:18])([O-:40])[OH:19].[C:1]([C:4]1[N:5]([CH3:38])[CH:6]=[N+:7]2[CH:11]=[C:10]([C:12]3[C@H:13]([CH3:36])[C@@H:14]4[C@@H:31]([C@H:32]([OH:34])[CH3:33])[C:30](=[O:35])[N:15]4[C:16]=3[C:17]([O:19][CH2:20][C:21]3[CH:26]=[CH:25][C:24]([N+:27]([O-:29])=[O:28])=[CH:23][CH:22]=3)=[O:18])[S:9][C:8]=12)(=[O:3])[CH3:2]. (5) The product is: [CH3:27][NH:26][C:24](=[O:25])[CH2:23][O:1][C:2]1[CH:3]=[C:4]2[C:9](=[CH:10][CH:11]=1)[N:8]=[CH:7][CH:6]=[C:5]2[S:12][C:13]1([C:17]([O:19][CH2:20][CH3:21])=[O:18])[CH2:14][CH2:15][CH2:16]1. Given the reactants [OH:1][C:2]1[CH:3]=[C:4]2[C:9](=[CH:10][CH:11]=1)[N:8]=[CH:7][CH:6]=[C:5]2[S:12][C:13]1([C:17]([O:19][CH2:20][CH3:21])=[O:18])[CH2:16][CH2:15][CH2:14]1.Cl[CH2:23][C:24]([NH:26][CH3:27])=[O:25].C(=O)([O-])[O-].[K+].[K+].CN(C)C=O, predict the reaction product.